Predict the product of the given reaction. From a dataset of Forward reaction prediction with 1.9M reactions from USPTO patents (1976-2016). (1) Given the reactants N[C:2]1[N:7]=[C:6]([C:8]2[S:12][C:11]([C:13]([OH:15])=[O:14])=[CH:10][CH:9]=2)[CH:5]=[CH:4][N:3]=1.[C:16](N)(=N)C, predict the reaction product. The product is: [CH3:16][C:2]1[N:7]=[C:6]([C:8]2[S:12][C:11]([C:13]([OH:15])=[O:14])=[CH:10][CH:9]=2)[CH:5]=[CH:4][N:3]=1. (2) Given the reactants [Cl:1][C:2]1[C:3]([S:24]([N:27]([CH2:37][C:38]2[CH:43]=[CH:42][C:41]([O:44][CH3:45])=[CH:40][CH:39]=2)[CH2:28][C:29]2[CH:34]=[CH:33][C:32]([O:35][CH3:36])=[CH:31][CH:30]=2)(=[O:26])=[O:25])=[N:4][CH:5]=[C:6]([C:9]([N:11]2[CH2:16][CH2:15][CH:14]([C:17]3[CH:22]=[CH:21][C:20]([F:23])=[CH:19][CH:18]=3)[CH2:13][CH2:12]2)=[O:10])[C:7]=1Cl.[Cl:46][C:47]1[C:52]([NH2:53])=[CH:51][CH:50]=[C:49]([Cl:54])[N:48]=1, predict the reaction product. The product is: [Cl:1][C:2]1[C:3]([S:24]([N:27]([CH2:37][C:38]2[CH:39]=[CH:40][C:41]([O:44][CH3:45])=[CH:42][CH:43]=2)[CH2:28][C:29]2[CH:30]=[CH:31][C:32]([O:35][CH3:36])=[CH:33][CH:34]=2)(=[O:26])=[O:25])=[N:4][CH:5]=[C:6]([C:9]([N:11]2[CH2:12][CH2:13][CH:14]([C:17]3[CH:18]=[CH:19][C:20]([F:23])=[CH:21][CH:22]=3)[CH2:15][CH2:16]2)=[O:10])[C:7]=1[NH:53][C:52]1[C:47]([Cl:46])=[N:48][C:49]([Cl:54])=[CH:50][CH:51]=1. (3) Given the reactants C(=O)(OCCC(N[C:15](=[O:37])[CH2:16][N:17]1[C:21](=[O:22])[N:20]([CH2:23][C@H:24]([OH:29])[C:25]([F:28])([F:27])[F:26])[C:19]([C:30]2[CH:35]=[CH:34][C:33]([Cl:36])=[CH:32][CH:31]=2)=[N:18]1)C1C=CC=CC=1F)N.Cl.[NH2:40][CH:41]([C:48]1[CH:53]=[CH:52][CH:51]=[CH:50][CH:49]=1)[CH:42]([OH:47])[C:43]([F:46])([F:45])[F:44], predict the reaction product. The product is: [Cl:36][C:33]1[CH:34]=[CH:35][C:30]([C:19]2[N:20]([CH2:23][C@H:24]([OH:29])[C:25]([F:27])([F:26])[F:28])[C:21](=[O:22])[N:17]([CH2:16][C:15]([NH:40][CH:41]([C:48]3[CH:53]=[CH:52][CH:51]=[CH:50][CH:49]=3)[CH:42]([OH:47])[C:43]([F:44])([F:45])[F:46])=[O:37])[N:18]=2)=[CH:31][CH:32]=1. (4) Given the reactants [CH:1](NC(C)C)(C)C.CCCCCC.C([Li])CCC.[Cl:19][C:20]1[CH:25]=[CH:24][CH:23]=[C:22]([C:26]([F:29])([F:28])[F:27])[N:21]=1.CI, predict the reaction product. The product is: [Cl:19][C:20]1[C:25]([CH3:1])=[CH:24][CH:23]=[C:22]([C:26]([F:27])([F:28])[F:29])[N:21]=1. (5) Given the reactants [CH3:1][N:2]1[CH2:7][CH2:6][N:5]([C:8]2[CH:15]=[CH:14][C:11]([C:12]#[N:13])=[CH:10][CH:9]=2)[CH2:4][CH2:3]1.P12(SP3(SP(SP(S3)(S1)=S)(=S)S2)=S)=[S:17], predict the reaction product. The product is: [CH3:1][N:2]1[CH2:7][CH2:6][N:5]([C:8]2[CH:15]=[CH:14][C:11]([C:12](=[S:17])[NH2:13])=[CH:10][CH:9]=2)[CH2:4][CH2:3]1.